Dataset: Forward reaction prediction with 1.9M reactions from USPTO patents (1976-2016). Task: Predict the product of the given reaction. (1) The product is: [Br:13][C:14]1[CH:19]=[CH:18][N:17]=[C:16]([CH2:20][C:7]([C:6]2[CH:5]=[CH:4][C:3]([O:2][CH3:1])=[CH:12][CH:11]=2)=[O:9])[CH:15]=1. Given the reactants [CH3:1][O:2][C:3]1[CH:12]=[CH:11][C:6]([C:7]([O:9]C)=O)=[CH:5][CH:4]=1.[Br:13][C:14]1[CH:19]=[CH:18][N:17]=[C:16]([CH3:20])[CH:15]=1.C[Si](C)(C)[N-][Si](C)(C)C.[Li+], predict the reaction product. (2) The product is: [Cl:1][C:2]1[CH:16]=[CH:15][C:14]([Cl:17])=[CH:13][C:3]=1[C:4]([C:6]1[CH:11]=[CH:10][C:9]([N:18]2[CH:22]=[CH:21][N:20]=[CH:19]2)=[CH:8][CH:7]=1)=[O:5]. Given the reactants [Cl:1][C:2]1[CH:16]=[CH:15][C:14]([Cl:17])=[CH:13][C:3]=1[C:4]([C:6]1[CH:11]=[CH:10][C:9](F)=[CH:8][CH:7]=1)=[O:5].[NH:18]1[CH:22]=[CH:21][N:20]=[CH:19]1.C(=O)([O-])[O-].[K+].[K+].O, predict the reaction product. (3) Given the reactants [CH2:1]([C:8]1[C:17]2[C:12](=[CH:13][CH:14]=[CH:15][CH:16]=2)[C:11](=O)[NH:10][N:9]=1)[C:2]1[CH:7]=[CH:6][CH:5]=[CH:4][CH:3]=1.P(Cl)(Cl)([Cl:21])=O, predict the reaction product. The product is: [CH2:1]([C:8]1[C:17]2[C:12](=[CH:13][CH:14]=[CH:15][CH:16]=2)[C:11]([Cl:21])=[N:10][N:9]=1)[C:2]1[CH:7]=[CH:6][CH:5]=[CH:4][CH:3]=1. (4) Given the reactants [OH:1][CH:2]([CH3:9])[C:3](=[CH2:8])[C:4]([O:6][CH3:7])=[O:5].Br[C:11]1[CH:16]=[CH:15][C:14]([CH2:17][C:18]#[N:19])=[CH:13][CH:12]=1.C(N(CC)CC)C.C(O)(=O)C, predict the reaction product. The product is: [C:18]([CH2:17][C:14]1[CH:15]=[CH:16][C:11]([CH2:8][CH:3]([C:2](=[O:1])[CH3:9])[C:4]([O:6][CH3:7])=[O:5])=[CH:12][CH:13]=1)#[N:19]. (5) Given the reactants CC(OI1(OC(C)=O)(OC(C)=O)OC(=O)C2C=CC=CC1=2)=O.[CH2:23]([C@@:25]12[CH2:50][CH2:49][C@@:48]([C:52]([F:55])([F:54])[F:53])([OH:51])[CH2:47][C@H:26]1[CH2:27][CH2:28][C@H:29]([OH:46])[C:30]1[C:31]2=[CH:32][C:33]2[CH:34]=[N:35][N:36]([C:39]3[CH:44]=[CH:43][C:42]([F:45])=[CH:41][CH:40]=3)[C:37]=2[CH:38]=1)[CH3:24].C([C@@]12CC[C@@](C(F)(F)F)(O)C[C@H]1CC[C@@H](O)C1C2=CC2C=NN(C3C=CC(F)=CC=3)C=2C=1)C.C([O-])(O)=O.[Na+], predict the reaction product. The product is: [CH2:23]([C@@:25]12[CH2:50][CH2:49][C@:48]([OH:51])([C:52]([F:55])([F:53])[F:54])[CH2:47][C@H:26]1[CH2:27][CH2:28][C:29](=[O:46])[C:30]1[C:31]2=[CH:32][C:33]2[CH:34]=[N:35][N:36]([C:39]3[CH:40]=[CH:41][C:42]([F:45])=[CH:43][CH:44]=3)[C:37]=2[CH:38]=1)[CH3:24]. (6) Given the reactants [Br:1][C:2]1[C:3]([F:9])=[N:4][CH:5]=[CH:6][C:7]=1I.C([Mg]Cl)(C)C.C(OCC)C.[CH:20]1([NH:25][C:26]2[C:31](I)=[CH:30][N:29]=[C:28]([NH2:33])[N:27]=2)[CH2:24][CH2:23][CH2:22][CH2:21]1, predict the reaction product. The product is: [Br:1][C:2]1[C:3]([F:9])=[N:4][CH:5]=[CH:6][C:7]=1[C:31]1[C:26]([NH:25][CH:20]2[CH2:24][CH2:23][CH2:22][CH2:21]2)=[N:27][C:28]([NH2:33])=[N:29][CH:30]=1. (7) Given the reactants Cl.[NH2:2][CH2:3][C@@H:4]([C:6]1[C:14]2[S:13][C:12](=[O:15])[NH:11][C:10]=2[C:9]([OH:16])=[CH:8][CH:7]=1)[OH:5].O=[CH:18][CH2:19][S:20][CH2:21][CH2:22][CH2:23][O:24][CH2:25][C@@H:26]([NH:33][C:34](=[O:40])[O:35][C:36]([CH3:39])([CH3:38])[CH3:37])[C:27]1[CH:32]=[CH:31][CH:30]=[CH:29][CH:28]=1, predict the reaction product. The product is: [OH:5][C@H:4]([C:6]1[C:14]2[S:13][C:12](=[O:15])[NH:11][C:10]=2[C:9]([OH:16])=[CH:8][CH:7]=1)[CH2:3][NH:2][CH2:18][CH2:19][S:20][CH2:21][CH2:22][CH2:23][O:24][CH2:25][C@@H:26]([NH:33][C:34](=[O:40])[O:35][C:36]([CH3:39])([CH3:38])[CH3:37])[C:27]1[CH:32]=[CH:31][CH:30]=[CH:29][CH:28]=1.